Dataset: Forward reaction prediction with 1.9M reactions from USPTO patents (1976-2016). Task: Predict the product of the given reaction. (1) Given the reactants [N:1]([CH2:4][C:5]1[CH:6]=[C:7]([O:16][CH2:17][C:18]2[CH:23]=[CH:22][CH:21]=[CH:20][CH:19]=2)[C:8]2[O:12][C:11]([CH3:14])([CH3:13])[O:10][C:9]=2[CH:15]=1)=[N+]=[N-].[ClH:24], predict the reaction product. The product is: [ClH:24].[CH2:17]([O:16][C:7]1[C:8]2[O:12][C:11]([CH3:13])([CH3:14])[O:10][C:9]=2[CH:15]=[C:5]([CH2:4][NH2:1])[CH:6]=1)[C:18]1[CH:23]=[CH:22][CH:21]=[CH:20][CH:19]=1. (2) Given the reactants [CH3:1][C:2]([O:5][CH2:6][CH:7]=[N:8][OH:9])([CH3:4])[CH3:3].ClN1C(=O)CCC1=O.[CH:18]1([C:22](=O)[CH2:23][C:24]([O:26][CH2:27][CH3:28])=[O:25])[CH2:21][CH2:20][CH2:19]1.[O-]CC.[Na+], predict the reaction product. The product is: [CH:18]1([C:22]2[O:9][N:8]=[C:7]([CH2:6][O:5][C:2]([CH3:4])([CH3:3])[CH3:1])[C:23]=2[C:24]([O:26][CH2:27][CH3:28])=[O:25])[CH2:19][CH2:20][CH2:21]1. (3) The product is: [CH3:9][O:8][C:1](=[O:7])[CH2:2][C:3]([NH:18][CH2:10][CH2:11][CH2:12][CH2:13][CH2:14][CH2:15][CH2:16][CH3:17])=[O:4]. Given the reactants [C:1]([O:8][CH3:9])(=[O:7])[CH2:2][C:3](OC)=[O:4].[CH2:10]([NH2:18])[CH2:11][CH2:12][CH2:13][CH2:14][CH2:15][CH2:16][CH3:17], predict the reaction product. (4) Given the reactants O1[C:5]2([CH2:10][CH2:9][CH:8]([NH:11][C:12]3[C:17]([N+:18]([O-:20])=[O:19])=[CH:16][N:15]=[C:14]4[CH:21]=[CH:22][S:23][C:13]=34)[CH2:7][CH2:6]2)[O:4]CC1.Cl.O.[OH-].[Na+], predict the reaction product. The product is: [N+:18]([C:17]1[C:12]([NH:11][CH:8]2[CH2:7][CH2:6][C:5](=[O:4])[CH2:10][CH2:9]2)=[C:13]2[S:23][CH:22]=[CH:21][C:14]2=[N:15][CH:16]=1)([O-:20])=[O:19]. (5) The product is: [Cl:1][C:2]1[CH:3]=[C:4]([NH:9][C:10]2[N:15]=[C:14]([N:16]3[CH:20]=[CH:19][C:18]([C:21]([F:24])([F:23])[F:22])=[N:17]3)[C:13]([C:25]3[CH:30]=[CH:29][N:28]=[C:27]([C:31]([NH2:34])=[O:33])[CH:26]=3)=[CH:12][N:11]=2)[CH:5]=[CH:6][C:7]=1[F:8]. Given the reactants [Cl:1][C:2]1[CH:3]=[C:4]([NH:9][C:10]2[N:15]=[C:14]([N:16]3[CH:20]=[CH:19][C:18]([C:21]([F:24])([F:23])[F:22])=[N:17]3)[C:13]([C:25]3[CH:30]=[CH:29][N:28]=[C:27]([C:31]([OH:33])=O)[CH:26]=3)=[CH:12][N:11]=2)[CH:5]=[CH:6][C:7]=1[F:8].[N:34]1C=CC=CC=1.C(OC(OC(C)(C)C)=O)(OC(C)(C)C)=O.C(=O)([O-])O.[NH4+], predict the reaction product. (6) Given the reactants [BH4-].[Li+].C([O:5][C:6](=O)[C@@H:7]([NH:14][S:15]([C:18]1[CH:23]=[CH:22][C:21]([Cl:24])=[CH:20][CH:19]=1)(=[O:17])=[O:16])[C@H:8]([CH3:13])[C:9]([F:12])([F:11])[F:10])C.Cl, predict the reaction product. The product is: [Cl:24][C:21]1[CH:22]=[CH:23][C:18]([S:15]([NH:14][C@H:7]([CH2:6][OH:5])[C@@H:8]([CH3:13])[C:9]([F:10])([F:11])[F:12])(=[O:17])=[O:16])=[CH:19][CH:20]=1.